This data is from Forward reaction prediction with 1.9M reactions from USPTO patents (1976-2016). The task is: Predict the product of the given reaction. (1) Given the reactants [OH:1][C:2]1[CH:14]=[CH:13][C:12]2[C:11]3[C:6](=[CH:7][CH:8]=[CH:9][CH:10]=3)[NH:5][C:4]=2[CH:3]=1.[N:15]12[CH2:22][CH2:21][CH:18]([CH2:19][CH2:20]1)[CH:17](O)[CH2:16]2.C1(P(C2C=CC=CC=2)C2C=CC=CC=2)C=CC=CC=1.CCOC(/N=N/C(OCC)=O)=O, predict the reaction product. The product is: [N:15]12[CH2:22][CH2:21][CH:18]([CH2:19][CH2:20]1)[CH:17]([O:1][C:2]1[CH:14]=[CH:13][C:12]3[C:11]4[C:6](=[CH:7][CH:8]=[CH:9][CH:10]=4)[NH:5][C:4]=3[CH:3]=1)[CH2:16]2. (2) Given the reactants [CH3:1][C:2]1[C:7]([C:8]([C:10]2[CH:17]=[CH:16][CH:15]=[CH:14][C:11]=2[CH:12]=O)=[O:9])=[CH:6][C:5]([C:18]2[CH:23]=[CH:22][CH:21]=[CH:20][CH:19]=2)=[CH:4][N:3]=1.CO.[Li+].C[Si]([N-][Si](C)(C)C)(C)C, predict the reaction product. The product is: [C:18]1([C:5]2[CH:6]=[C:7]3[C:8](=[O:9])[C:10]4[CH:17]=[CH:16][CH:15]=[CH:14][C:11]=4[CH:12]=[CH:1][C:2]3=[N:3][CH:4]=2)[CH:23]=[CH:22][CH:21]=[CH:20][CH:19]=1. (3) Given the reactants [CH3:1][C:2]1[C:7]([C:8]([O:10][CH2:11][C:12]2[CH:17]=[CH:16][CH:15]=[CH:14][CH:13]=2)=[O:9])=[CH:6][N:5]=[C:4](S(C)=O)[N:3]=1.[CH2:21]([N:28]1[CH2:32][CH2:31][CH:30]([NH2:33])[CH2:29]1)[C:22]1[CH:27]=[CH:26][CH:25]=[CH:24][CH:23]=1.C(N(CC)C(C)C)(C)C.CCOC(C)=O, predict the reaction product. The product is: [CH2:21]([N:28]1[CH2:32][CH2:31][CH:30]([NH:33][C:4]2[N:3]=[C:2]([CH3:1])[C:7]([C:8]([O:10][CH2:11][C:12]3[CH:17]=[CH:16][CH:15]=[CH:14][CH:13]=3)=[O:9])=[CH:6][N:5]=2)[CH2:29]1)[C:22]1[CH:23]=[CH:24][CH:25]=[CH:26][CH:27]=1.